From a dataset of Catalyst prediction with 721,799 reactions and 888 catalyst types from USPTO. Predict which catalyst facilitates the given reaction. (1) Reactant: [Cl:1][C:2]1[C:7]([NH2:8])=[C:6]([CH3:9])[CH:5]=[CH:4][N:3]=1.[C:10](Cl)(Cl)=[S:11].C(N(C(C)C)C(C)C)C. Product: [Cl:1][C:2]1[C:7]([N:8]=[C:10]=[S:11])=[C:6]([CH3:9])[CH:5]=[CH:4][N:3]=1. The catalyst class is: 2. (2) Reactant: [Br:1][C:2]1[CH:11]=[CH:10][CH:9]=[C:8]2[C:3]=1[CH:4]=[C:5](Cl)[N:6]=[C:7]2[O:12][CH3:13].[CH3:15][O-:16].[Na+].O. Product: [Br:1][C:2]1[CH:11]=[CH:10][CH:9]=[C:8]2[C:3]=1[CH:4]=[C:5]([O:16][CH3:15])[N:6]=[C:7]2[O:12][CH3:13]. The catalyst class is: 16. (3) Product: [F:19][C:16]1[CH:17]=[CH:18][C:13]([C:11]2[CH:10]=[CH:9][C:3]([C:1]#[N:2])=[C:4]([OH:5])[N:6]=2)=[CH:14][CH:15]=1. The catalyst class is: 3. Reactant: [C:1]([CH2:3][C:4]([NH2:6])=[O:5])#[N:2].CN(C)[CH:9]=[CH:10][C:11]([C:13]1[CH:18]=[CH:17][C:16]([F:19])=[CH:15][CH:14]=1)=O.[H-].[Na+]. (4) Reactant: CS(O[CH2:6][CH:7]1[CH:12]2[CH2:13][C:14]([CH3:17])([CH3:16])[O:15][C:11]2=[C:10]([CH3:18])[C:9]([CH3:19])=[C:8]1[N+:20]([O-:22])=[O:21])(=O)=O.[NH:23]1[CH2:28][CH2:27][CH:26]([N:29]2[CH:33]=[CH:32][C:31]([C:34]3[CH:39]=[CH:38][CH:37]=[CH:36][CH:35]=3)=[N:30]2)[CH2:25][CH2:24]1.C(=O)([O-])[O-].[Na+].[Na+]. Product: [N+:20]([C:8]1[CH:7]([CH2:6][N:23]2[CH2:24][CH2:25][CH:26]([N:29]3[CH:33]=[CH:32][C:31]([C:34]4[CH:39]=[CH:38][CH:37]=[CH:36][CH:35]=4)=[N:30]3)[CH2:27][CH2:28]2)[CH:12]2[CH2:13][C:14]([CH3:17])([CH3:16])[O:15][C:11]2=[C:10]([CH3:18])[C:9]=1[CH3:19])([O-:22])=[O:21]. The catalyst class is: 10. (5) Reactant: Cl[Si:2]1([CH2:8][CH2:9][CH2:10][CH2:11][C:12]([O:14][CH2:15][C:16]2[CH:21]=[CH:20][CH:19]=[CH:18][CH:17]=2)=[O:13])[CH2:7][CH2:6][CH2:5][CH2:4][CH2:3]1.[OH2:22]. Product: [OH:22][Si:2]1([CH2:8][CH2:9][CH2:10][CH2:11][C:12]([O:14][CH2:15][C:16]2[CH:21]=[CH:20][CH:19]=[CH:18][CH:17]=2)=[O:13])[CH2:7][CH2:6][CH2:5][CH2:4][CH2:3]1. The catalyst class is: 13. (6) Reactant: [C:1]([N:4]1[C:13]2[C:8](=[CH:9][C:10]([C:14]3[CH:19]=[CH:18][C:17]([CH2:20][C:21]([O:23]CC)=[O:22])=[CH:16][CH:15]=3)=[CH:11][CH:12]=2)[C@H:7]([NH:26][C:27]([O:29][CH:30]([CH3:32])[CH3:31])=[O:28])[CH2:6][C@@H:5]1[CH3:33])(=[O:3])[CH3:2].[OH-].[Na+]. Product: [C:1]([N:4]1[C:13]2[C:8](=[CH:9][C:10]([C:14]3[CH:19]=[CH:18][C:17]([CH2:20][C:21]([OH:23])=[O:22])=[CH:16][CH:15]=3)=[CH:11][CH:12]=2)[C@H:7]([NH:26][C:27]([O:29][CH:30]([CH3:32])[CH3:31])=[O:28])[CH2:6][C@@H:5]1[CH3:33])(=[O:3])[CH3:2]. The catalyst class is: 24. (7) Reactant: [CH3:1][N:2]1[C:6]2=[C:7]3[C:13]([C:14]#[N:15])=[CH:12][N:11](S(C4C=CC(C)=CC=4)(=O)=O)[C:8]3=[N:9][CH:10]=[C:5]2[CH:4]=[N:3]1.C1C(=O)N([Br:33])C(=O)C1.CN(C=O)C. Product: [Br:33][C:12]1[NH:11][C:8]2=[N:9][CH:10]=[C:5]3[CH:4]=[N:3][N:2]([CH3:1])[C:6]3=[C:7]2[C:13]=1[C:14]#[N:15]. The catalyst class is: 6. (8) The catalyst class is: 6. Reactant: [C:1]([N:20]1[CH:24]=[C:23]([C:25]#[N:26])[N:22]=[CH:21]1)([C:14]1[CH:19]=[CH:18][CH:17]=[CH:16][CH:15]=1)([C:8]1[CH:13]=[CH:12][CH:11]=[CH:10][CH:9]=1)[C:2]1[CH:7]=[CH:6][CH:5]=[CH:4][CH:3]=1.C(O)C.C(N(CC)CC)C.Cl.[NH2:38][OH:39]. Product: [OH:39]/[N:38]=[C:25](/[C:23]1[N:22]=[CH:21][N:20]([C:1]([C:2]2[CH:7]=[CH:6][CH:5]=[CH:4][CH:3]=2)([C:8]2[CH:9]=[CH:10][CH:11]=[CH:12][CH:13]=2)[C:14]2[CH:19]=[CH:18][CH:17]=[CH:16][CH:15]=2)[CH:24]=1)\[NH2:26].